Predict which catalyst facilitates the given reaction. From a dataset of Catalyst prediction with 721,799 reactions and 888 catalyst types from USPTO. (1) Reactant: [H][H].[CH3:3][C:4](=[CH:6][CH2:7][CH2:8][C:9](=[CH:11][CH:12]=[O:13])[CH3:10])[CH3:5]. Product: [CH3:5][C:4](=[CH:6][CH2:7][CH2:8]/[C:9](=[CH:11]/[CH2:12][OH:13])/[CH3:10])[CH3:3].[OH:13][CH2:12]/[CH:11]=[C:9](/[CH3:10])\[CH2:8][CH2:7][CH:6]=[C:4]([CH3:5])[CH3:3]. The catalyst class is: 5. (2) Reactant: [CH3:1][C@H:2]([NH:5]C(OCC1C2C(=CC=CC=2)C2C1=CC=CC=2)=O)[CH:3]=[O:4].[NH2:23][C:24]1[CH:32]=[CH:31][C:27]([C:28]([OH:30])=O)=[CH:26][CH:25]=1.CN(C([O:40]N1N=NC2C=CC=CC1=2)=[N+](C)C)C.[B-](F)(F)(F)F.C1C=CC2N(O)N=NC=2C=1.CCN(C(C)C)C(C)C. Product: [NH2:23][C:24]1[CH:25]=[CH:26][C:27]([C:28]([NH:5][C@H:2]([C:3]([OH:40])=[O:4])[CH3:1])=[O:30])=[CH:31][CH:32]=1. The catalyst class is: 3. (3) Reactant: [N:1]([C@@:4]1(/[CH:29]=[CH:30]/[P:31](=[O:38])([O:35]CC)[O:32]CC)[C@@H:8]([OH:9])[C@@H:7]([OH:10])[C@H:6]([N:11]2[CH:19]=[N:18][C:17]3[C:12]2=[N:13][CH:14]=[N:15][C:16]=3[NH:20][C:21](=[O:28])[C:22]2[CH:27]=[CH:26][CH:25]=[CH:24][CH:23]=2)[O:5]1)=[N+:2]=[N-:3].N1C(C)=CC=CC=1C.[Si](I)(C)(C)C. Product: [N:1]([C@@:4]1(/[CH:29]=[CH:30]/[P:31](=[O:32])([OH:35])[OH:38])[C@@H:8]([OH:9])[C@@H:7]([OH:10])[C@H:6]([N:11]2[CH:19]=[N:18][C:17]3[C:12]2=[N:13][CH:14]=[N:15][C:16]=3[NH:20][C:21](=[O:28])[C:22]2[CH:23]=[CH:24][CH:25]=[CH:26][CH:27]=2)[O:5]1)=[N+:2]=[N-:3]. The catalyst class is: 23.